Dataset: Forward reaction prediction with 1.9M reactions from USPTO patents (1976-2016). Task: Predict the product of the given reaction. The product is: [Cl:27][C:24]1[CH:25]=[CH:26][C:20]([O:19][CH3:18])=[C:21]([CH:23]=1)[NH:22][C:2]1[CH:7]=[C:6]([C:8]([F:11])([F:10])[F:9])[N:5]=[C:4]([C:12]2[CH:13]=[N:14][CH:15]=[CH:16][CH:17]=2)[N:3]=1. Given the reactants Cl[C:2]1[CH:7]=[C:6]([C:8]([F:11])([F:10])[F:9])[N:5]=[C:4]([C:12]2[CH:13]=[N:14][CH:15]=[CH:16][CH:17]=2)[N:3]=1.[CH3:18][O:19][C:20]1[CH:26]=[CH:25][C:24]([Cl:27])=[CH:23][C:21]=1[NH2:22].Cl, predict the reaction product.